From a dataset of Full USPTO retrosynthesis dataset with 1.9M reactions from patents (1976-2016). Predict the reactants needed to synthesize the given product. (1) Given the product [NH2:12][CH2:11][CH2:10][CH2:9][NH:8][C:6]1[CH:5]=[C:4]([C:20]2[CH:25]=[CH:24][CH:23]=[C:22]([CH3:26])[C:21]=2[CH3:27])[N:3]=[C:2]([NH2:1])[N:7]=1, predict the reactants needed to synthesize it. The reactants are: [NH2:1][C:2]1[N:7]=[C:6]([NH:8][CH2:9][CH2:10][CH2:11][NH:12]C(=O)OC(C)(C)C)[CH:5]=[C:4]([C:20]2[CH:25]=[CH:24][CH:23]=[C:22]([CH3:26])[C:21]=2[CH3:27])[N:3]=1. (2) Given the product [CH2:1]([O:8][C:9](=[O:24])[C@@H:10]([NH:11][C:12]([O:14][C:15]([CH3:16])([CH3:17])[CH3:18])=[O:13])[CH2:19][CH2:20][C:21](=[O:23])[NH:55][C:51]1[CH:52]=[C:53]([CH3:54])[C:48]([CH3:47])=[CH:49][C:50]=1[NH2:56])[C:2]1[CH:3]=[CH:4][CH:5]=[CH:6][CH:7]=1, predict the reactants needed to synthesize it. The reactants are: [CH2:1]([O:8][C:9](=[O:24])[C@H:10]([CH2:19][CH2:20][C:21]([OH:23])=O)[NH:11][C:12]([O:14][C:15]([CH3:18])([CH3:17])[CH3:16])=[O:13])[C:2]1[CH:7]=[CH:6][CH:5]=[CH:4][CH:3]=1.CCN=C=NCCCN(C)C.Cl.C1C=CC2N(O)N=NC=2C=1.[CH3:47][C:48]1[C:53]([CH3:54])=[CH:52][C:51]([NH2:55])=[C:50]([NH2:56])[CH:49]=1. (3) Given the product [CH3:19][C:20]1[CH:25]=[C:24]([C:2]2[S:6][C:5]([C:7]([C:9]3[CH:18]=[CH:17][C:12]([C:13]([O:15][CH3:16])=[O:14])=[CH:11][CH:10]=3)=[CH2:8])=[N:4][CH:3]=2)[CH:23]=[C:22]([NH:35][C:36]2[N:41]=[C:40]([C:42]([F:45])([F:43])[F:44])[CH:39]=[CH:38][N:37]=2)[CH:21]=1, predict the reactants needed to synthesize it. The reactants are: Br[C:2]1[S:6][C:5]([C:7]([C:9]2[CH:18]=[CH:17][C:12]([C:13]([O:15][CH3:16])=[O:14])=[CH:11][CH:10]=2)=[CH2:8])=[N:4][CH:3]=1.[CH3:19][C:20]1[CH:21]=[C:22]([NH:35][C:36]2[N:41]=[C:40]([C:42]([F:45])([F:44])[F:43])[CH:39]=[CH:38][N:37]=2)[CH:23]=[C:24](B2OC(C)(C)C(C)(C)O2)[CH:25]=1.C(=O)([O-])[O-].[Cs+].[Cs+].CC(C1C=C(C(C)C)C(C2C=CC=CC=2P(C2CCCCC2)C2CCCCC2)=C(C(C)C)C=1)C. (4) Given the product [F:1][C:2]1[C:7]([F:8])=[CH:6][CH:5]=[CH:4][C:3]=1[C:9]1[N:33]=[C:12]2[CH:13]=[N:14][N:15]([CH2:17][C:18]3[O:22][N:21]=[C:20]([C:23]4[CH:28]=[CH:27][C:26]([C:29](=[O:36])[CH3:30])=[CH:25][CH:24]=4)[CH:19]=3)[CH:16]=[C:11]2[N:10]=1, predict the reactants needed to synthesize it. The reactants are: [F:1][C:2]1[C:7]([F:8])=[CH:6][CH:5]=[CH:4][C:3]=1[C:9]1[N:33]=[C:12]2[CH:13]=[N:14][N:15]([CH2:17][C:18]3[O:22][N:21]=[C:20]([C:23]4[CH:28]=[CH:27][C:26]([C:29](=NO)[CH3:30])=[CH:25][CH:24]=4)[CH:19]=3)[CH:16]=[C:11]2[N:10]=1.C(O)(=O)C=[O:36]. (5) The reactants are: C(OC([N:11]1[CH2:15][C@@H:14]([OH:16])[C@@H:13]([C:17](=[O:40])[NH:18][C:19]2[CH:24]=[C:23]([C:25]3[CH:30]=[CH:29][CH:28]=[C:27]([NH:31][CH2:32][CH:33]4[CH2:38][CH2:37][O:36][CH2:35][CH2:34]4)[N:26]=3)[C:22]([Cl:39])=[CH:21][N:20]=2)[CH2:12]1)=O)C1C=CC=CC=1.[H][H]. Given the product [Cl:39][C:22]1[C:23]([C:25]2[CH:30]=[CH:29][CH:28]=[C:27]([NH:31][CH2:32][CH:33]3[CH2:38][CH2:37][O:36][CH2:35][CH2:34]3)[N:26]=2)=[CH:24][C:19]([NH:18][C:17]([C@@H:13]2[C@H:14]([OH:16])[CH2:15][NH:11][CH2:12]2)=[O:40])=[N:20][CH:21]=1, predict the reactants needed to synthesize it. (6) Given the product [C:17]1([C:11]2([NH2:10])[CH2:16][CH2:15][CH2:14][CH2:13][CH2:12]2)[CH:22]=[CH:21][CH:20]=[CH:19][CH:18]=1, predict the reactants needed to synthesize it. The reactants are: C(OC(=O)[NH:10][C:11]1([C:17]2[CH:22]=[CH:21][CH:20]=[CH:19][CH:18]=2)[CH2:16][CH2:15][CH2:14][CH2:13][CH2:12]1)C1C=CC=CC=1. (7) Given the product [CH3:1][Si:2]([CH3:4])([CH3:3])[C:5]#[C:6][CH:49]([C@H:39]1[CH2:38][CH2:37][C@H:36]2[C@H:35]3[C@H:44]([CH2:43][CH2:42][C@:40]12[CH3:41])[C@:45]1([CH3:48])[C@H:32]([CH2:31][C@H:30]([O:29][Si:12]([C:25]([CH3:28])([CH3:27])[CH3:26])([C:19]2[CH:20]=[CH:21][CH:22]=[CH:23][CH:24]=2)[C:13]2[CH:18]=[CH:17][CH:16]=[CH:15][CH:14]=2)[CH2:47][CH2:46]1)[CH2:33][CH2:34]3)[OH:50], predict the reactants needed to synthesize it. The reactants are: [CH3:1][Si:2]([C:5]#[CH:6])([CH3:4])[CH3:3].[Li]CCCC.[Si:12]([O:29][C@@H:30]1[CH2:47][CH2:46][C@@:45]2([CH3:48])[C@@H:32]([CH2:33][CH2:34][C@@H:35]3[C@@H:44]2[CH2:43][CH2:42][C@@:40]2([CH3:41])[C@H:36]3[CH2:37][CH2:38][C@@H:39]2[CH:49]=[O:50])[CH2:31]1)([C:25]([CH3:28])([CH3:27])[CH3:26])([C:19]1[CH:24]=[CH:23][CH:22]=[CH:21][CH:20]=1)[C:13]1[CH:18]=[CH:17][CH:16]=[CH:15][CH:14]=1. (8) The reactants are: [C:1]([O:5][C:6]([NH:8][C@@H:9]1[CH2:11][C@H:10]1[C:12]1[CH:20]=[CH:19][C:15]([C:16]([OH:18])=O)=[CH:14][CH:13]=1)=[O:7])([CH3:4])([CH3:3])[CH3:2].[CH3:21][N:22]1[CH:26]=[C:25]([NH2:27])[CH:24]=[N:23]1.F[P-](F)(F)(F)(F)F.N1(OC(N(C)C)=[N+](C)C)C2N=CC=CC=2N=N1.C(N(CC)CC)C. Given the product [CH3:21][N:22]1[CH:26]=[C:25]([NH:27][C:16]([C:15]2[CH:14]=[CH:13][C:12]([C@@H:10]3[CH2:11][C@H:9]3[NH:8][C:6](=[O:7])[O:5][C:1]([CH3:2])([CH3:3])[CH3:4])=[CH:20][CH:19]=2)=[O:18])[CH:24]=[N:23]1, predict the reactants needed to synthesize it. (9) Given the product [C:17]1([C:18]([C:20]2[CH:25]=[CH:24][CH:23]=[CH:22][CH:21]=2)=[N+:42]=[N-:43])[CH:39]=[CH:40][CH:14]=[CH:15][CH:16]=1, predict the reactants needed to synthesize it. The reactants are: C(O[C:14]1[CH:40]=[CH:39][C:17]([C:18]([C:20]2[CH:25]=[CH:24][C:23](OCCCCCCCCCCCC)=[CH:22][CH:21]=2)=O)=[CH:16][CH:15]=1)CCCCCCCCCCC.O.[NH2:42][NH2:43]. (10) Given the product [CH2:24]([C:25]1[O:15][C:14]([C:9]2[C:10]([CH3:13])=[N:11][O:12][C:8]=2[C:5]2[CH:6]=[CH:7][C:2]([Br:1])=[CH:3][CH:4]=2)=[N:16][N:17]=1)[C:18]1[CH:23]=[CH:22][CH:21]=[CH:20][CH:19]=1, predict the reactants needed to synthesize it. The reactants are: [Br:1][C:2]1[CH:7]=[CH:6][C:5]([C:8]2[O:12][N:11]=[C:10]([CH3:13])[C:9]=2[C:14]([NH:16][NH2:17])=[O:15])=[CH:4][CH:3]=1.[C:18]1([CH2:24][C:25](Cl)=O)[CH:23]=[CH:22][CH:21]=[CH:20][CH:19]=1.